From a dataset of Peptide-MHC class I binding affinity with 185,985 pairs from IEDB/IMGT. Regression. Given a peptide amino acid sequence and an MHC pseudo amino acid sequence, predict their binding affinity value. This is MHC class I binding data. (1) The peptide sequence is FSVPLDEGF. The MHC is HLA-B57:02 with pseudo-sequence HLA-B57:02. The binding affinity (normalized) is 0.565. (2) The peptide sequence is LSKDKMDSFK. The MHC is HLA-A03:01 with pseudo-sequence HLA-A03:01. The binding affinity (normalized) is 0.702.